Dataset: Reaction yield outcomes from USPTO patents with 853,638 reactions. Task: Predict the reaction yield, written as a fraction of the theoretical maximum amount of product (1.0 means a 100% yield; for example, 0.34 means a 34% yield). (1) The reactants are [NH2:1][C:2]1([CH2:17][CH3:18])[C:7](=[O:8])[N:6]([C:9]2[CH:14]=[CH:13][CH:12]=[CH:11][CH:10]=2)[C:5](=[O:15])[NH:4][C:3]1=[O:16].[F:19][C:20]1[C:21]([F:33])=[C:22]([F:32])[C:23]([F:31])=[C:24]2[C:29](=O)[O:28][C:26](=[O:27])[C:25]=12. The yield is 0.600. The product is [CH2:17]([C:2]1([N:1]2[C:29](=[O:28])[C:24]3=[C:23]([F:31])[C:22]([F:32])=[C:21]([F:33])[C:20]([F:19])=[C:25]3[C:26]2=[O:27])[C:7](=[O:8])[N:6]([C:9]2[CH:14]=[CH:13][CH:12]=[CH:11][CH:10]=2)[C:5](=[O:15])[NH:4][C:3]1=[O:16])[CH3:18]. The catalyst is C(O)(=O)C. (2) The reactants are C(=C1C[N:5]([C:7]([O:9][C:10]([CH3:13])([CH3:12])[CH3:11])=[O:8])C1)C.C[N+]1([O-])CC[O:18][CH2:17][CH2:16]1.C(OCC)(=O)C.[CH3:28][C:29]([CH3:31])=[O:30].O. The catalyst is [Os](=O)(=O)(=O)=O. The product is [OH:30][C:29]1([CH:17]([OH:18])[CH3:16])[CH2:31][N:5]([C:7]([O:9][C:10]([CH3:11])([CH3:12])[CH3:13])=[O:8])[CH2:28]1. The yield is 0.630. (3) The reactants are [NH2:1][C:2]1[CH:10]=[C:9]([O:11][CH3:12])[C:8]([O:13][CH2:14][CH2:15][CH2:16][Cl:17])=[CH:7][C:3]=1[C:4](O)=[O:5].[CH:18]([O-])=O.[NH4+:21]. The catalyst is C(N)=O. The product is [Cl:17][CH2:16][CH2:15][CH2:14][O:13][C:8]1[CH:7]=[C:3]2[C:2](=[CH:10][C:9]=1[O:11][CH3:12])[N:1]=[CH:18][NH:21][C:4]2=[O:5]. The yield is 0.900. (4) The yield is 0.390. The reactants are [C:1]([C:5]1[CH:10]=[CH:9][C:8]([S:11]([NH:14][C:15]2[CH:16]=[C:17]3[C:21](=[CH:22][CH:23]=2)[NH:20][C:19]([C:24]([OH:26])=O)=[C:18]3[C:27]2[CH:32]=[CH:31][CH:30]=[C:29]([O:33][CH3:34])[CH:28]=2)(=[O:13])=[O:12])=[CH:7][CH:6]=1)([CH3:4])([CH3:3])[CH3:2].[NH2:35][CH2:36][CH2:37][N:38]1[CH2:43][CH2:42][O:41][CH2:40][CH2:39]1. The product is [N:38]1([CH2:37][CH2:36][NH:35][C:24]([C:19]2[NH:20][C:21]3[C:17]([C:18]=2[C:27]2[CH:32]=[CH:31][CH:30]=[C:29]([O:33][CH3:34])[CH:28]=2)=[CH:16][C:15]([NH:14][S:11]([C:8]2[CH:9]=[CH:10][C:5]([C:1]([CH3:3])([CH3:2])[CH3:4])=[CH:6][CH:7]=2)(=[O:12])=[O:13])=[CH:23][CH:22]=3)=[O:26])[CH2:43][CH2:42][O:41][CH2:40][CH2:39]1. The catalyst is ClCCl.CO.